This data is from Catalyst prediction with 721,799 reactions and 888 catalyst types from USPTO. The task is: Predict which catalyst facilitates the given reaction. (1) Reactant: C1(N)C(F)=C(F)C(F)=C(N)C=1F.[ClH:13].Cl.[CH3:15][O:16][C:17]1[CH:18]=[C:19]2[C:23](=[CH:24][CH:25]=1)[NH:22][CH:21]=[C:20]2[CH:26]1[CH2:31][CH2:30][N:29]([CH:32]2[CH2:37][CH2:36][C:35]([N:44]([CH3:46])[CH3:45])([C:38]3[CH:43]=[CH:42][CH:41]=[CH:40][CH:39]=3)[CH2:34][CH2:33]2)[CH2:28][CH2:27]1.[Cl:47][Si](C)(C)C. Product: [ClH:47].[ClH:13].[CH3:15][O:16][C:17]1[CH:18]=[C:19]2[C:23](=[CH:24][CH:25]=1)[NH:22][CH:21]=[C:20]2[CH:26]1[CH2:27][CH2:28][N:29]([CH:32]2[CH2:33][CH2:34][C:35]([N:44]([CH3:45])[CH3:46])([C:38]3[CH:43]=[CH:42][CH:41]=[CH:40][CH:39]=3)[CH2:36][CH2:37]2)[CH2:30][CH2:31]1. The catalyst class is: 573. (2) Reactant: [CH3:1][N:2]([C:4]([O:6][C:7]([CH3:10])([CH3:9])[CH3:8])=[O:5])[NH2:3].[CH3:11][C:12]([CH3:14])=O.CC(OCC1C2C(=CC=CC=2)C(COC(C)=O)=C2C=1C=CC=C2)=O.C([O-])(=O)C.[Na+]. Product: [CH3:1][N:2]([C:4]([O:6][C:7]([CH3:10])([CH3:9])[CH3:8])=[O:5])[N:3]=[C:12]([CH3:14])[CH3:11]. The catalyst class is: 27.